From a dataset of Catalyst prediction with 721,799 reactions and 888 catalyst types from USPTO. Predict which catalyst facilitates the given reaction. (1) The catalyst class is: 15. Reactant: [C:1]([C:4]1[C:5]([CH3:17])=[C:6]2[C:11](=[C:12]([CH3:14])[CH:13]=1)S[CH2:9][CH2:8][CH:7]2[CH2:15][CH3:16])(=[O:3])[CH3:2].OO.[S:20]([O-:23])(O)=[O:21].[Na+]. Product: [C:1]([C:4]1[C:5]([CH3:17])=[C:6]2[C:11](=[C:12]([CH3:14])[CH:13]=1)[S:20](=[O:23])(=[O:21])[CH2:9][CH2:8][CH:7]2[CH2:15][CH3:16])(=[O:3])[CH3:2]. (2) Reactant: [CH3:1][O:2][C:3](=[O:19])[CH2:4][P:5]([O:13][CH2:14][C:15]([F:18])([F:17])[F:16])([O:7][CH2:8][C:9]([F:12])([F:11])[F:10])=[O:6].C[Si]([N-][Si](C)(C)C)(C)C.[Na+].Br[CH2:31][C:32]([CH3:55])=[CH:33][CH2:34][C:35]1[C:43]([O:44][CH2:45][CH2:46][Si:47]([CH3:50])([CH3:49])[CH3:48])=[C:42]2[C:38]([CH2:39][O:40][C:41]2=[O:51])=[C:37]([CH3:52])[C:36]=1[O:53][CH3:54].[Cl-].[NH4+]. Product: [CH3:1][O:2][C:3](=[O:19])[CH:4]([P:5]([O:7][CH2:8][C:9]([F:12])([F:10])[F:11])([O:13][CH2:14][C:15]([F:18])([F:16])[F:17])=[O:6])[CH2:31][C:32]([CH3:55])=[CH:33][CH2:34][C:35]1[C:43]([O:44][CH2:45][CH2:46][Si:47]([CH3:50])([CH3:48])[CH3:49])=[C:42]2[C:38](=[C:37]([CH3:52])[C:36]=1[O:53][CH3:54])[CH2:39][O:40][C:41]2=[O:51]. The catalyst class is: 49. (3) Reactant: CS([O:5][CH2:6][C:7]1[CH:12]=[C:11]([CH2:13][S:14][CH2:15][C:16]([CH3:21])([S:18][S:19][CH3:20])[CH3:17])[CH:10]=[C:9]([CH2:22][O:23]S(C)(=O)=O)[CH:8]=1)(=O)=O.C(=O)([O-])[O-].[K+].[K+]. Product: [CH3:21][C:16]([S:18][S:19][CH3:20])([CH3:17])[CH2:15][S:14][CH2:13][C:11]1[CH:10]=[C:9]([CH2:22][OH:23])[CH:8]=[C:7]([CH2:6][OH:5])[CH:12]=1. The catalyst class is: 9. (4) Reactant: [CH3:1][S:2][C:3]1[CH:10]=[CH:9][C:6]([CH:7]=O)=[CH:5][CH:4]=1.[Br:11][C:12]1[CH:13]=[C:14]2[C:19](=[CH:20][CH:21]=1)[NH:18][C:17](=[O:22])[CH:16]=[C:15]2[OH:23].ClC1C2C(=CC=C(C(C3N(C)C(C)=NC=3)O)C=2)N=C(OC)C=1CC1C=NC(C(F)(F)F)=CC=1.CC1NC(C)=C(C(OCC)=O)CC=1C(OCC)=O. Product: [Br:11][C:12]1[CH:13]=[C:14]2[C:19](=[CH:20][CH:21]=1)[N:18]=[C:17]([OH:22])[C:16]([CH2:7][C:6]1[CH:9]=[CH:10][C:3]([S:2][CH3:1])=[CH:4][CH:5]=1)=[C:15]2[OH:23]. The catalyst class is: 17. (5) Reactant: [C:1]([C:3]1[CH:4]=[C:5]([C:13]2[S:17][C:16]([C:18]3[CH:26]=[CH:25][CH:24]=[C:23]4[C:19]=3[CH2:20][CH2:21][C@H:22]4[NH:27][S:28]([CH2:31][C:32]([OH:34])=O)(=[O:30])=[O:29])=[N:15][N:14]=2)[CH:6]=[CH:7][C:8]=1[O:9][CH:10]([CH3:12])[CH3:11])#[N:2].[CH3:35][N:36](C(ON1N=NC2C=CC=NC1=2)=[N+](C)C)[CH3:37].F[P-](F)(F)(F)(F)F.CCN(C(C)C)C(C)C.CNC. Product: [C:1]([C:3]1[CH:4]=[C:5]([C:13]2[S:17][C:16]([C:18]3[CH:26]=[CH:25][CH:24]=[C:23]4[C:19]=3[CH2:20][CH2:21][C@H:22]4[NH:27][S:28]([CH2:31][C:32]([N:36]([CH3:37])[CH3:35])=[O:34])(=[O:29])=[O:30])=[N:15][N:14]=2)[CH:6]=[CH:7][C:8]=1[O:9][CH:10]([CH3:11])[CH3:12])#[N:2]. The catalyst class is: 2. (6) Reactant: [Cl:1][C:2]1[C:10]2[CH:9]([CH2:11][C:12]([O:14]CC)=[O:13])[O:8][B:7]([OH:17])[C:6]=2[CH:5]=[C:4]([O:18][C:19]2[CH:24]=[N:23][CH:22]=[CH:21][N:20]=2)[CH:3]=1.[OH-].[Li+].Cl. Product: [Cl:1][C:2]1[C:10]2[CH:9]([CH2:11][C:12]([OH:14])=[O:13])[O:8][B:7]([OH:17])[C:6]=2[CH:5]=[C:4]([O:18][C:19]2[CH:24]=[N:23][CH:22]=[CH:21][N:20]=2)[CH:3]=1. The catalyst class is: 20.